From a dataset of Reaction yield outcomes from USPTO patents with 853,638 reactions. Predict the reaction yield, written as a fraction of the theoretical maximum amount of product (1.0 means a 100% yield; for example, 0.34 means a 34% yield). (1) The reactants are [H-].[Na+].[C:3]([O:7][C:8]([NH:10][C@H:11]([C:15]([OH:18])([CH3:17])[CH3:16])[C:12]([OH:14])=[O:13])=[O:9])([CH3:6])([CH3:5])[CH3:4].I[CH3:20]. The catalyst is C1COCC1. The product is [C:3]([O:7][C:8]([NH:10][C@H:11]([C:15]([O:18][CH3:20])([CH3:17])[CH3:16])[C:12]([OH:14])=[O:13])=[O:9])([CH3:6])([CH3:4])[CH3:5]. The yield is 0.880. (2) The product is [F:1][C:2]1[CH:3]=[CH:4][C:5]([O:6][C:7]2[CH:8]=[CH:9][C:10]([S:13]([N:16]3[CH2:25][CH2:24][C:23]4[C:18](=[CH:19][CH:20]=[C:21]([O:26][CH2:73][CH2:72][CH2:71][N:68]5[CH2:69][CH2:70][N:65]([CH3:64])[CH2:66][CH2:67]5)[CH:22]=4)[CH:17]3[C:27]([O:29][CH3:30])=[O:28])(=[O:14])=[O:15])=[CH:11][CH:12]=2)=[CH:31][CH:32]=1. The reactants are [F:1][C:2]1[CH:32]=[CH:31][C:5]([O:6][C:7]2[CH:12]=[CH:11][C:10]([S:13]([N:16]3[CH2:25][CH2:24][C:23]4[C:18](=[CH:19][CH:20]=[C:21]([OH:26])[CH:22]=4)[CH:17]3[C:27]([O:29][CH3:30])=[O:28])(=[O:15])=[O:14])=[CH:9][CH:8]=2)=[CH:4][CH:3]=1.C1(P(C2C=CC=CC=2)C2C=CC=CC=2)C=CC=CC=1.CCOC(/N=N/C(OCC)=O)=O.[CH3:64][N:65]1[CH2:70][CH2:69][N:68]([CH2:71][CH2:72][CH2:73]O)[CH2:67][CH2:66]1. The catalyst is C1COCC1. The yield is 0.760. (3) The reactants are C([N:4]1[CH:8]=[CH:7][N:6]=[C:5]1[C:9]1[S:13][C:12]([C:14]2[CH:19]=[CH:18][N:17]=[C:16]([NH:20][C:21](=[O:23])[CH3:22])[CH:15]=2)=[N:11][C:10]=1[CH2:24][C:25]1[CH:30]=[CH:29][CH:28]=[CH:27][CH:26]=1)C=C.C1([SiH3])C=CC=CC=1. The catalyst is ClCCl.C(O)(=O)C. The product is [CH2:24]([C:10]1[N:11]=[C:12]([C:14]2[CH:19]=[CH:18][N:17]=[C:16]([NH:20][C:21](=[O:23])[CH3:22])[CH:15]=2)[S:13][C:9]=1[C:5]1[NH:6][CH:7]=[CH:8][N:4]=1)[C:25]1[CH:30]=[CH:29][CH:28]=[CH:27][CH:26]=1. The yield is 0.530. (4) The reactants are [C:1]1(=[O:12])[O:7][C:5](=[O:6])[C:4]2=[CH:8][CH:9]=[CH:10][CH:11]=[C:3]2[CH2:2]1.[C:13]1([C@@H:19]([NH2:22])[CH2:20][CH3:21])[CH:18]=[CH:17][CH:16]=[CH:15][CH:14]=1. The catalyst is C(#N)C. The product is [C:13]1([C@@H:19]([NH:22][C:1]([CH2:2][C:3]2[CH:11]=[CH:10][CH:9]=[CH:8][C:4]=2[C:5]([OH:7])=[O:6])=[O:12])[CH2:20][CH3:21])[CH:18]=[CH:17][CH:16]=[CH:15][CH:14]=1. The yield is 0.720. (5) The reactants are [NH2:1][C:2]1[CH:7]=[CH:6][C:5]([CH2:8][C:9]([O:11][CH2:12][CH3:13])=[O:10])=[CH:4][CH:3]=1.[Cl:14][C:15]1[CH:20]=[CH:19][C:18]([C:21]2[O:25][N:24]=[CH:23][C:22]=2[CH2:26][CH2:27][C:28](O)=[O:29])=[CH:17][CH:16]=1.O.ON1C2C=CC=CC=2N=N1.Cl.C(N=C=NCCCN(C)C)C. The catalyst is O.CN(C)C=O. The product is [CH2:12]([O:11][C:9]([CH2:8][C:5]1[CH:4]=[CH:3][C:2]([NH:1][C:28](=[O:29])[CH2:27][CH2:26][C:22]2[CH:23]=[N:24][O:25][C:21]=2[C:18]2[CH:19]=[CH:20][C:15]([Cl:14])=[CH:16][CH:17]=2)=[CH:7][CH:6]=1)=[O:10])[CH3:13]. The yield is 0.930. (6) The reactants are [C:1]([O:5][C:6](=[O:13])[NH:7][C:8]([CH3:12])([CH3:11])[CH:9]=[CH2:10])([CH3:4])([CH3:3])[CH3:2].C([B:16]1[O:24][C:21]([CH3:23])([CH3:22])[C:18]([CH3:20])([CH3:19])[O:17]1)=C. No catalyst specified. The product is [C:1]([O:5][C:6](=[O:13])[NH:7][C:8]([CH3:12])([CH3:11])/[CH:9]=[CH:10]/[B:16]1[O:24][C:21]([CH3:23])([CH3:22])[C:18]([CH3:20])([CH3:19])[O:17]1)([CH3:4])([CH3:3])[CH3:2]. The yield is 0.530. (7) The reactants are CNC1(NC)C=CN=CC1.[C:11]([C:15]1[CH:16]=[C:17]([C:22]2[N:26]([CH3:27])[C:25]([C:28]#[N:29])=[CH:24][CH:23]=2)[CH:18]=[CH:19][C:20]=1[OH:21])([CH3:14])([CH3:13])[CH3:12].BrC1C=CC(O)=C(C(C)(C)C)C=1.CN1C=CC=C1C#N.[S:50](O[S:50]([C:53]([F:56])([F:55])[F:54])(=[O:52])=[O:51])([C:53]([F:56])([F:55])[F:54])(=[O:52])=[O:51].Cl. The catalyst is N1C=CC=CC=1.C(OCC)(=O)C. The product is [F:54][C:53]([F:56])([F:55])[S:50]([O:21][C:20]1[CH:19]=[CH:18][C:17]([C:22]2[N:26]([CH3:27])[C:25]([C:28]#[N:29])=[CH:24][CH:23]=2)=[CH:16][C:15]=1[C:11]([CH3:14])([CH3:12])[CH3:13])(=[O:52])=[O:51]. The yield is 0.510. (8) No catalyst specified. The yield is 0.200. The product is [NH2:1][C:2]1[N:6]([CH3:7])[C:5](=[O:8])[C:4]([C:15]2[CH:20]=[CH:19][CH:18]=[C:17]([C:30]3[CH:31]=[CH:32][C:33]4[O:37][CH2:36][CH2:35][C:34]=4[CH:38]=3)[CH:16]=2)([C:9]2[CH:14]=[CH:13][CH:12]=[CH:11][CH:10]=2)[N:3]=1. The reactants are [NH2:1][C:2]1[N:6]([CH3:7])[C:5](=[O:8])[C:4]([C:15]2[CH:20]=[CH:19][CH:18]=[C:17](Br)[CH:16]=2)([C:9]2[CH:14]=[CH:13][CH:12]=[CH:11][CH:10]=2)[N:3]=1.CC1(C)C(C)(C)OB([C:30]2[CH:31]=[CH:32][C:33]3[O:37][CH2:36][CH2:35][C:34]=3[CH:38]=2)O1.